This data is from Peptide-MHC class I binding affinity with 185,985 pairs from IEDB/IMGT. The task is: Regression. Given a peptide amino acid sequence and an MHC pseudo amino acid sequence, predict their binding affinity value. This is MHC class I binding data. (1) The peptide sequence is TPRIANRLL. The MHC is HLA-A69:01 with pseudo-sequence HLA-A69:01. The binding affinity (normalized) is 0.0847. (2) The peptide sequence is LFCASDAKAY. The MHC is HLA-A26:01 with pseudo-sequence HLA-A26:01. The binding affinity (normalized) is 0. (3) The peptide sequence is LQKVPHTRY. The MHC is HLA-A11:01 with pseudo-sequence HLA-A11:01. The binding affinity (normalized) is 0.0847. (4) The peptide sequence is LPEFERRTL. The MHC is HLA-B08:01 with pseudo-sequence HLA-B08:01. The binding affinity (normalized) is 0.228. (5) The peptide sequence is LVSDCASTI. The MHC is HLA-A02:01 with pseudo-sequence HLA-A02:01. The binding affinity (normalized) is 0.268.